Dataset: NCI-60 drug combinations with 297,098 pairs across 59 cell lines. Task: Regression. Given two drug SMILES strings and cell line genomic features, predict the synergy score measuring deviation from expected non-interaction effect. (1) Drug 1: C1CN1P(=S)(N2CC2)N3CC3. Drug 2: CC1CCC2CC(C(=CC=CC=CC(CC(C(=O)C(C(C(=CC(C(=O)CC(OC(=O)C3CCCCN3C(=O)C(=O)C1(O2)O)C(C)CC4CCC(C(C4)OC)OCCO)C)C)O)OC)C)C)C)OC. Cell line: SF-539. Synergy scores: CSS=22.6, Synergy_ZIP=-3.28, Synergy_Bliss=-3.34, Synergy_Loewe=-3.69, Synergy_HSA=-5.71. (2) Synergy scores: CSS=73.0, Synergy_ZIP=8.18, Synergy_Bliss=8.97, Synergy_Loewe=0.654, Synergy_HSA=13.2. Cell line: HCT116. Drug 2: CNC(=O)C1=NC=CC(=C1)OC2=CC=C(C=C2)NC(=O)NC3=CC(=C(C=C3)Cl)C(F)(F)F. Drug 1: CCN(CC)CCNC(=O)C1=C(NC(=C1C)C=C2C3=C(C=CC(=C3)F)NC2=O)C. (3) Drug 1: COC1=C(C=C2C(=C1)N=CN=C2NC3=CC(=C(C=C3)F)Cl)OCCCN4CCOCC4. Drug 2: CC1=C(C=C(C=C1)C(=O)NC2=CC(=CC(=C2)C(F)(F)F)N3C=C(N=C3)C)NC4=NC=CC(=N4)C5=CN=CC=C5. Cell line: ACHN. Synergy scores: CSS=42.1, Synergy_ZIP=0.523, Synergy_Bliss=1.40, Synergy_Loewe=-2.81, Synergy_HSA=0.760. (4) Drug 1: C(=O)(N)NO. Drug 2: CCC1(C2=C(COC1=O)C(=O)N3CC4=CC5=C(C=CC(=C5CN(C)C)O)N=C4C3=C2)O.Cl. Cell line: UO-31. Synergy scores: CSS=4.40, Synergy_ZIP=-6.51, Synergy_Bliss=1.96, Synergy_Loewe=-11.0, Synergy_HSA=-1.09. (5) Drug 1: C1=CC=C(C=C1)NC(=O)CCCCCCC(=O)NO. Drug 2: C1CN(CCN1C(=O)CCBr)C(=O)CCBr. Cell line: SK-MEL-2. Synergy scores: CSS=59.3, Synergy_ZIP=2.34, Synergy_Bliss=6.03, Synergy_Loewe=1.83, Synergy_HSA=4.08. (6) Drug 1: CN1C2=C(C=C(C=C2)N(CCCl)CCCl)N=C1CCCC(=O)O.Cl. Drug 2: C1CN(CCN1C(=O)CCBr)C(=O)CCBr. Cell line: MCF7. Synergy scores: CSS=14.4, Synergy_ZIP=-4.53, Synergy_Bliss=0.274, Synergy_Loewe=-1.91, Synergy_HSA=1.75. (7) Drug 1: CC12CCC3C(C1CCC2=O)CC(=C)C4=CC(=O)C=CC34C. Drug 2: C(CCl)NC(=O)N(CCCl)N=O. Cell line: A498. Synergy scores: CSS=42.3, Synergy_ZIP=2.84, Synergy_Bliss=3.34, Synergy_Loewe=2.77, Synergy_HSA=2.41.